From a dataset of Peptide-MHC class II binding affinity with 134,281 pairs from IEDB. Regression. Given a peptide amino acid sequence and an MHC pseudo amino acid sequence, predict their binding affinity value. This is MHC class II binding data. (1) The peptide sequence is MQDLELSWNLNGLQAY. The MHC is DRB1_0802 with pseudo-sequence DRB1_0802. The binding affinity (normalized) is 0.449. (2) The peptide sequence is LEVTEVFNFSQDDLL. The MHC is HLA-DQA10401-DQB10402 with pseudo-sequence HLA-DQA10401-DQB10402. The binding affinity (normalized) is 0.294. (3) The peptide sequence is EFGKAKGSRAIWYMW. The MHC is DRB1_1101 with pseudo-sequence DRB1_1101. The binding affinity (normalized) is 0.218.